Regression. Given a peptide amino acid sequence and an MHC pseudo amino acid sequence, predict their binding affinity value. This is MHC class II binding data. From a dataset of Peptide-MHC class II binding affinity with 134,281 pairs from IEDB. (1) The peptide sequence is AFKVAATAAPAAPAN. The MHC is DRB1_0802 with pseudo-sequence DRB1_0802. The binding affinity (normalized) is 0.566. (2) The peptide sequence is ALLPRAGAAAAAALP. The MHC is DRB1_1001 with pseudo-sequence DRB1_1001. The binding affinity (normalized) is 0.328. (3) The MHC is DRB1_0802 with pseudo-sequence DRB1_0802. The binding affinity (normalized) is 0.498. The peptide sequence is GELQQVDKIDAAFKI. (4) The peptide sequence is YQVTYIVRGSGRVQV. The MHC is HLA-DPA10301-DPB10402 with pseudo-sequence HLA-DPA10301-DPB10402. The binding affinity (normalized) is 0.290. (5) The peptide sequence is AARLFKAFILDGDKL. The MHC is DRB1_1602 with pseudo-sequence DRB1_1602. The binding affinity (normalized) is 0.458. (6) The peptide sequence is QFKPEEITGIMKDFD. The MHC is DRB1_0901 with pseudo-sequence DRB1_0901. The binding affinity (normalized) is 0.206. (7) The peptide sequence is NIVNMLHGVRDGLVR. The MHC is DRB1_0701 with pseudo-sequence DRB1_0701. The binding affinity (normalized) is 0.277. (8) The binding affinity (normalized) is 0.415. The MHC is HLA-DQA10501-DQB10302 with pseudo-sequence HLA-DQA10501-DQB10302. The peptide sequence is WCPDSMEYNCPNLSP.